From a dataset of Peptide-MHC class I binding affinity with 185,985 pairs from IEDB/IMGT. Regression. Given a peptide amino acid sequence and an MHC pseudo amino acid sequence, predict their binding affinity value. This is MHC class I binding data. The peptide sequence is FEFAFKDLFV. The MHC is H-2-Kk with pseudo-sequence H-2-Kk. The binding affinity (normalized) is 0.822.